This data is from Forward reaction prediction with 1.9M reactions from USPTO patents (1976-2016). The task is: Predict the product of the given reaction. The product is: [NH:3]1[C:4]2[CH:9]=[CH:8][CH:7]=[CH:6][C:5]=2[N:1]=[C:2]1[C:10]([NH:32][CH2:31][C:27]1[CH:26]=[C:25]([CH:30]=[CH:29][CH:28]=1)[O:24][C:21]1[CH:22]=[CH:23][C:18]([CH2:17][CH2:16][C:15]([OH:34])=[O:14])=[C:19]([CH3:33])[CH:20]=1)=[O:12]. Given the reactants [NH:1]1[C:5]2[CH:6]=[CH:7][CH:8]=[CH:9][C:4]=2[N:3]=[C:2]1[C:10]([OH:12])=O.C[O:14][C:15](=[O:34])[CH2:16][CH2:17][C:18]1[CH:23]=[CH:22][C:21]([O:24][C:25]2[CH:30]=[CH:29][CH:28]=[C:27]([CH2:31][NH2:32])[CH:26]=2)=[CH:20][C:19]=1[CH3:33], predict the reaction product.